This data is from Peptide-MHC class II binding affinity with 134,281 pairs from IEDB. The task is: Regression. Given a peptide amino acid sequence and an MHC pseudo amino acid sequence, predict their binding affinity value. This is MHC class II binding data. (1) The peptide sequence is ADCGAGFFDPLTRGV. The MHC is HLA-DQA10501-DQB10201 with pseudo-sequence HLA-DQA10501-DQB10201. The binding affinity (normalized) is 0.214. (2) The peptide sequence is GKAKGSRAIWYMWLG. The MHC is HLA-DQA10501-DQB10302 with pseudo-sequence HLA-DQA10501-DQB10302. The binding affinity (normalized) is 0.498. (3) The peptide sequence is TLWQRPVVTIKIGGQLREAL. The MHC is H-2-IAd with pseudo-sequence H-2-IAd. The binding affinity (normalized) is 0.643. (4) The peptide sequence is AFKVAATAANAAPRN. The MHC is DRB1_0401 with pseudo-sequence DRB1_0401. The binding affinity (normalized) is 0.252. (5) The peptide sequence is QKYVNNTATLLMTSL. The MHC is HLA-DQA10501-DQB10301 with pseudo-sequence HLA-DQA10501-DQB10301. The binding affinity (normalized) is 0.746.